Dataset: Forward reaction prediction with 1.9M reactions from USPTO patents (1976-2016). Task: Predict the product of the given reaction. (1) Given the reactants [OH:1][C:2]([C@H:5]1[S:10][C:9]([NH:11]C(=O)OC(C)(C)C)=[N:8][C@:7]([CH3:31])([C:19]2[CH:24]=[CH:23][CH:22]=[C:21]([C:25]3[CH:26]=[N:27][CH:28]=[N:29][CH:30]=3)[CH:20]=2)[CH2:6]1)([CH3:4])[CH3:3].CO.[F:34]C(F)(F)C(O)=O, predict the reaction product. The product is: [NH2:11][C:9]1[S:10][C@H:5]([C:2]([OH:1])([CH3:4])[CH3:3])[CH2:6][C@:7]([C:19]2[CH:24]=[CH:23][C:22]([F:34])=[C:21]([C:25]3[CH:26]=[N:27][CH:28]=[N:29][CH:30]=3)[CH:20]=2)([CH3:31])[N:8]=1. (2) Given the reactants [C:1]([OH:10])(=[O:9])[C:2]1[C:3](=[CH:5][CH:6]=[CH:7][CH:8]=1)[NH2:4].[C:11](OCC)(OCC)(OCC)[CH3:12], predict the reaction product. The product is: [CH3:11][C:12]1[O:9][C:1](=[O:10])[C:2]2[CH:8]=[CH:7][CH:6]=[CH:5][C:3]=2[N:4]=1. (3) Given the reactants [NH:1]1[C:5]2[CH:6]=[CH:7][CH:8]=[CH:9][C:4]=2[N:3]=[C:2]1[C:10]([C:12]1[CH:30]=[CH:29][C:15]([O:16][C:17]2[C:22]([C:23]3[CH2:27][CH2:26][C:25](=[O:28])[CH:24]=3)=[CH:21][CH:20]=[CH:19][N:18]=2)=[CH:14][CH:13]=1)=[O:11].[Cl-].[Ce+3].[Cl-].[Cl-].[B-].[Na+], predict the reaction product. The product is: [NH:1]1[C:5]2[CH:6]=[CH:7][CH:8]=[CH:9][C:4]=2[N:3]=[C:2]1[CH:10]([OH:11])[C:12]1[CH:30]=[CH:29][C:15]([O:16][C:17]2[C:22]([C:23]3[CH2:27][CH2:26][CH:25]([OH:28])[CH:24]=3)=[CH:21][CH:20]=[CH:19][N:18]=2)=[CH:14][CH:13]=1.